The task is: Regression. Given a peptide amino acid sequence and an MHC pseudo amino acid sequence, predict their binding affinity value. This is MHC class II binding data.. This data is from Peptide-MHC class II binding affinity with 134,281 pairs from IEDB. (1) The peptide sequence is NLTLSKGNAQSLCFL. The MHC is DRB1_0101 with pseudo-sequence DRB1_0101. The binding affinity (normalized) is 0.746. (2) The peptide sequence is PEQPQQSFPEQERP. The MHC is DRB1_0701 with pseudo-sequence DRB1_0701. The binding affinity (normalized) is 0. (3) The peptide sequence is NKAGVRIYVDIVLNH. The MHC is DRB1_0101 with pseudo-sequence DRB1_0101. The binding affinity (normalized) is 0.366. (4) The MHC is DRB1_0101 with pseudo-sequence DRB1_0101. The binding affinity (normalized) is 0.250. The peptide sequence is DLQADIKGRDYLSTL.